This data is from Blood-brain barrier penetration binary classification data from Martins et al.. The task is: Regression/Classification. Given a drug SMILES string, predict its absorption, distribution, metabolism, or excretion properties. Task type varies by dataset: regression for continuous measurements (e.g., permeability, clearance, half-life) or binary classification for categorical outcomes (e.g., BBB penetration, CYP inhibition). Dataset: bbb_martins. The molecule is c1ccc(C2CN=C3NCCN32)cc1. The result is 1 (penetrates BBB).